From a dataset of Full USPTO retrosynthesis dataset with 1.9M reactions from patents (1976-2016). Predict the reactants needed to synthesize the given product. (1) Given the product [C:8]([C:4]1[CH:5]=[C:6]([CH2:20][CH2:19][CH2:18][OH:21])[CH:7]=[C:2]([CH3:1])[C:3]=1[OH:12])([CH3:9])([CH3:11])[CH3:10], predict the reactants needed to synthesize it. The reactants are: [CH3:1][C:2]1[CH:7]=[CH:6][CH:5]=[C:4]([C:8]([CH3:11])([CH3:10])[CH3:9])[C:3]=1[OH:12].CO.C[O-].[Na+].[CH2:18]([OH:21])[CH:19]=[CH2:20]. (2) Given the product [CH:1]([O:40][C:39]([C:37]1[S:38][C:34]([CH2:33][CH2:32][CH2:31][C@H:26]2[CH2:27][CH2:28][C:29](=[O:30])[N:25]2[C:22]2[CH:21]=[CH:20][C:19]([CH:13]([OH:12])[CH2:14][CH2:15][CH2:16][CH2:17][CH3:18])=[CH:24][CH:23]=2)=[CH:35][CH:36]=1)=[O:41])([CH3:11])[CH3:2], predict the reactants needed to synthesize it. The reactants are: [CH2:1]1[CH2:11]CN2C(=NCCC2)C[CH2:2]1.[OH:12][CH:13]([C:19]1[CH:24]=[CH:23][C:22]([N:25]2[C:29](=[O:30])[CH2:28][CH2:27][C@@H:26]2[CH2:31][CH2:32][CH2:33][C:34]2[S:38][C:37]([C:39]([OH:41])=[O:40])=[CH:36][CH:35]=2)=[CH:21][CH:20]=1)[CH2:14][CH2:15][CH2:16][CH2:17][CH3:18].IC(C)C. (3) Given the product [ClH:1].[CH3:2][O:3][C:4]1[CH:13]=[CH:12][CH:11]=[C:10]2[C:5]=1[CH2:6][CH2:7][CH:8]([NH:14][CH2:15][CH2:16][CH3:17])[CH2:9]2, predict the reactants needed to synthesize it. The reactants are: [ClH:1].[CH3:2][O:3][C:4]1[CH:13]=[CH:12][CH:11]=[C:10]2[C:5]=1[CH2:6][CH2:7][C@@H:8]([NH:14][CH2:15][CH2:16][CH3:17])[CH2:9]2. (4) Given the product [Br:1][CH2:2][C:3]1[CH:4]=[CH:5][C:6]([CH2:9][C:10]([NH:19][CH2:16][C:15]#[CH:14])=[O:12])=[CH:7][CH:8]=1, predict the reactants needed to synthesize it. The reactants are: [Br:1][CH2:2][C:3]1[CH:8]=[CH:7][C:6]([CH2:9][C:10]([OH:12])=O)=[CH:5][CH:4]=1.C1CC[CH:16]([N:19]=C=[N:19][CH:16]2CCC[CH2:14][CH2:15]2)[CH2:15][CH2:14]1.C([O-])([O-])=O.[K+].[K+].C(N)C#C. (5) Given the product [CH2:42]1[C:6]2[C:5](=[CH:4][C:3]([NH:8][C:9](=[O:35])[NH:10][C:11]3[CH:12]=[CH:13][C:14]([C:17]4[CH:25]=[C:24]5[C:20]([CH2:21][N:22]([C@@H:27]([CH:32]([CH3:33])[CH3:34])[C:28]([O:30][CH3:31])=[O:29])[C:23]5=[O:26])=[CH:19][CH:18]=4)=[N:15][CH:16]=3)=[CH:2][CH:7]=2)[CH2:38][CH2:37]1, predict the reactants needed to synthesize it. The reactants are: Cl[C:2]1[CH:7]=[CH:6][CH:5]=[CH:4][C:3]=1[NH:8][C:9](=[O:35])[NH:10][C:11]1[CH:12]=[CH:13][C:14]([C:17]2[CH:25]=[C:24]3[C:20]([CH2:21][N:22]([C@@H:27]([CH:32]([CH3:34])[CH3:33])[C:28]([O:30][CH3:31])=[O:29])[C:23]3=[O:26])=[CH:19][CH:18]=2)=[N:15][CH:16]=1.N[C:37]1[CH:38]=CC(C2C=C3C(CN([C@@H](C(C)C)C(OC)=O)C3=O)=CC=2)=N[CH:42]=1. (6) Given the product [CH2:20]([N:22]([CH2:26][CH3:27])[CH2:23][C:24]#[C:25][C:2]1[S:10][C:9]2[C:4](=[N:5][CH:6]=[CH:7][C:8]=2[O:11][C:12]2[CH:17]=[CH:16][C:15]([NH2:18])=[C:14]([CH3:19])[CH:13]=2)[CH:3]=1)[CH3:21], predict the reactants needed to synthesize it. The reactants are: I[C:2]1[S:10][C:9]2[C:4](=[N:5][CH:6]=[CH:7][C:8]=2[O:11][C:12]2[CH:17]=[CH:16][C:15]([NH2:18])=[C:14]([CH3:19])[CH:13]=2)[CH:3]=1.[CH2:20]([N:22]([CH2:26][CH3:27])[CH2:23][C:24]#[CH:25])[CH3:21].